Task: Predict the reaction yield, written as a fraction of the theoretical maximum amount of product (1.0 means a 100% yield; for example, 0.34 means a 34% yield).. Dataset: Reaction yield outcomes from USPTO patents with 853,638 reactions (1) The reactants are [CH3:1][O:2][C:3]1[CH:4]=[C:5]([C:20](O)([CH3:22])[CH3:21])[C:6]2[O:10][C:9]([C:11]3[CH:16]=[CH:15][C:14]([O:17][CH3:18])=[CH:13][CH:12]=3)=[CH:8][C:7]=2[CH:19]=1. The catalyst is C1COCC1. The product is [C:20]([C:5]1[C:6]2[O:10][C:9]([C:11]3[CH:16]=[CH:15][C:14]([O:17][CH3:18])=[CH:13][CH:12]=3)=[CH:8][C:7]=2[CH:19]=[C:3]([O:2][CH3:1])[CH:4]=1)([CH3:22])=[CH2:21]. The yield is 0.770. (2) The reactants are [NH2:1][C:2]1[CH:7]=[C:6]([Cl:8])[CH:5]=[CH:4][C:3]=1[SH:9].Br[CH2:11][C:12]1[CH:17]=[CH:16][C:15]([N+:18]([O-:20])=[O:19])=[CH:14][CH:13]=1.C([O-])([O-])=O.[K+].[K+]. The catalyst is CN(C=O)C. The product is [Cl:8][C:6]1[CH:5]=[CH:4][C:3]([S:9][CH2:11][C:12]2[CH:17]=[CH:16][C:15]([N+:18]([O-:20])=[O:19])=[CH:14][CH:13]=2)=[C:2]([CH:7]=1)[NH2:1]. The yield is 0.920.